Dataset: Full USPTO retrosynthesis dataset with 1.9M reactions from patents (1976-2016). Task: Predict the reactants needed to synthesize the given product. The reactants are: [CH3:1][C:2]1[O:6][N:5]=[C:4]([C:7]2[CH:12]=[CH:11][CH:10]=[CH:9][CH:8]=2)[C:3]=1[C:13]1[CH:14]=[C:15]([NH2:18])[NH:16][N:17]=1.C(N(CC)CC)C.[CH2:26](Cl)[C:27]1[CH:32]=[CH:31][CH:30]=[CH:29][CH:28]=1.[O:34]1CCOCC1. Given the product [CH3:1][C:2]1[O:6][N:5]=[C:4]([C:7]2[CH:12]=[CH:11][CH:10]=[CH:9][CH:8]=2)[C:3]=1[C:13]1[CH:14]=[C:15]([NH:18][C:26](=[O:34])[C:27]2[CH:32]=[CH:31][CH:30]=[CH:29][CH:28]=2)[NH:16][N:17]=1, predict the reactants needed to synthesize it.